Dataset: Forward reaction prediction with 1.9M reactions from USPTO patents (1976-2016). Task: Predict the product of the given reaction. (1) Given the reactants [Cl:1][C:2]1[CH:3]=[N:4][CH:5]=[C:6]([Cl:15])[C:7]=1[N:8]1[CH:12]=[CH:11][CH:10]=[C:9]1[CH:13]=[O:14].[Br:16]N1C(=O)CCC1=O.O, predict the reaction product. The product is: [Br:16][C:11]1[CH:10]=[C:9]([CH:13]=[O:14])[N:8]([C:7]2[C:2]([Cl:1])=[CH:3][N:4]=[CH:5][C:6]=2[Cl:15])[CH:12]=1. (2) Given the reactants [NH2:1][C:2]1[CH:25]=[CH:24][C:5]([C:6]([NH:8][C:9]2[CH:14]=[CH:13][CH:12]=[C:11]([NH:15][C:16]3[CH:21]=[C:20]([CH3:22])[N:19]=[C:18]([NH2:23])[N:17]=3)[CH:10]=2)=[O:7])=[CH:4][CH:3]=1.CCO.[Cl:29][C:30]1[C:39]2[C:34](=[CH:35][CH:36]=[CH:37][CH:38]=2)[N:33]=[CH:32][CH:31]=1.Cl, predict the reaction product. The product is: [ClH:29].[NH2:23][C:18]1[N:17]=[C:16]([NH:15][C:11]2[CH:10]=[C:9]([NH:8][C:6](=[O:7])[C:5]3[CH:24]=[CH:25][C:2]([NH:1][C:30]4[C:39]5[C:34](=[CH:35][CH:36]=[CH:37][CH:38]=5)[N:33]=[CH:32][CH:31]=4)=[CH:3][CH:4]=3)[CH:14]=[CH:13][CH:12]=2)[CH:21]=[C:20]([CH3:22])[N:19]=1. (3) Given the reactants [CH3:1][C:2]1[CH:3]=[C:4]([N:9]([CH2:24][CH2:25][C:26]2[CH:31]=[CH:30][C:29]([CH3:32])=[CH:28][CH:27]=2)[C:10]([CH:12](OS(C)(=O)=O)[C:13]2[CH:18]=[CH:17][CH:16]=[CH:15][CH:14]=2)=[O:11])[CH:5]=[CH:6][C:7]=1[CH3:8].[NH:33]1[CH2:37][CH2:36][C@@H:35]([OH:38])[CH2:34]1, predict the reaction product. The product is: [CH3:1][C:2]1[CH:3]=[C:4]([N:9]([CH2:24][CH2:25][C:26]2[CH:31]=[CH:30][C:29]([CH3:32])=[CH:28][CH:27]=2)[C:10](=[O:11])[CH:12]([N:33]2[CH2:37][CH2:36][C@@H:35]([OH:38])[CH2:34]2)[C:13]2[CH:14]=[CH:15][CH:16]=[CH:17][CH:18]=2)[CH:5]=[CH:6][C:7]=1[CH3:8]. (4) Given the reactants [CH3:1][P:2](=[O:7])([O:5][CH3:6])[O:3][CH3:4].[Li]CCCC.C([O:17][C:18](=O)[CH2:19][CH2:20][CH2:21][CH2:22][C:23]1[N:28]=[C:27]2[NH:29][CH2:30][CH2:31][C:26]2=[CH:25][CH:24]=1)CCC, predict the reaction product. The product is: [CH3:4][O:3][P:2]([CH2:1][C:18](=[O:17])[CH2:19][CH2:20][CH2:21][CH2:22][C:23]1[N:28]=[C:27]2[NH:29][CH2:30][CH2:31][C:26]2=[CH:25][CH:24]=1)(=[O:7])[O:5][CH3:6]. (5) Given the reactants [F:1][C:2]1[CH:3]=[CH:4][C:5]([N+:9]([O-:11])=[O:10])=[C:6]([NH2:8])[CH:7]=1.[C:12](OC(=O)C)(=[O:14])[CH3:13].C(N(CC)C(C)C)C.CN(C1C=CC=CN=1)C, predict the reaction product. The product is: [F:1][C:2]1[CH:3]=[CH:4][C:5]([N+:9]([O-:11])=[O:10])=[C:6]([NH:8][C:12](=[O:14])[CH3:13])[CH:7]=1. (6) Given the reactants [CH3:1][NH:2][CH3:3].C(N(CC)CC)C.Cl.[F:12][C:13]([F:47])([F:46])[C:14]1[CH:19]=[C:18]([C:20]2[CH:25]=[CH:24][C:23]([C:26]([F:29])([F:28])[F:27])=[CH:22][CH:21]=2)[N:17]=[C:16]([C:30]2[CH:35]=[CH:34][N:33]=[C:32]([C:36]3[CH:37]=[C:38]([S:42](Cl)(=[O:44])=[O:43])[CH:39]=[CH:40][CH:41]=3)[CH:31]=2)[N:15]=1, predict the reaction product. The product is: [CH3:1][N:2]([CH3:3])[S:42]([C:38]1[CH:39]=[CH:40][CH:41]=[C:36]([C:32]2[CH:31]=[C:30]([C:16]3[N:15]=[C:14]([C:13]([F:12])([F:46])[F:47])[CH:19]=[C:18]([C:20]4[CH:25]=[CH:24][C:23]([C:26]([F:29])([F:27])[F:28])=[CH:22][CH:21]=4)[N:17]=3)[CH:35]=[CH:34][N:33]=2)[CH:37]=1)(=[O:43])=[O:44]. (7) Given the reactants C(Cl)Cl.[Cl:4][C:5]1[C:6]([CH:13]([S:22]([C:25]2[CH:30]=[CH:29][C:28]([Cl:31])=[CH:27][CH:26]=2)(=[O:24])=[O:23])[C:14]2[CH:19]=[C:18]([F:20])[CH:17]=[CH:16][C:15]=2[F:21])=[CH:7][C:8]([NH:11][NH2:12])=[N:9][CH:10]=1.[C:32](O[C:32]([O:34][C:35]([CH3:38])([CH3:37])[CH3:36])=[O:33])([O:34][C:35]([CH3:38])([CH3:37])[CH3:36])=[O:33], predict the reaction product. The product is: [Cl:4][C:5]1[C:6]([CH:13]([S:22]([C:25]2[CH:30]=[CH:29][C:28]([Cl:31])=[CH:27][CH:26]=2)(=[O:24])=[O:23])[C:14]2[CH:19]=[C:18]([F:20])[CH:17]=[CH:16][C:15]=2[F:21])=[CH:7][C:8]([NH:11][NH:12][C:32]([O:34][C:35]([CH3:38])([CH3:37])[CH3:36])=[O:33])=[N:9][CH:10]=1. (8) Given the reactants [F:1][C:2]1[CH:8]=[CH:7][C:5]([NH2:6])=[C:4]([N+:9]([O-:11])=[O:10])[CH:3]=1.[Br:12]Br, predict the reaction product. The product is: [Br:12][C:7]1[CH:8]=[C:2]([F:1])[CH:3]=[C:4]([N+:9]([O-:11])=[O:10])[C:5]=1[NH2:6].